From a dataset of Full USPTO retrosynthesis dataset with 1.9M reactions from patents (1976-2016). Predict the reactants needed to synthesize the given product. (1) Given the product [CH3:24][O:22][C:21]([C:16]1[N:15]=[C:14]([N:11]2[CH2:10][CH2:9][N:8]([C:6]([O:5][C:1]([CH3:4])([CH3:2])[CH3:3])=[O:7])[CH2:13][CH2:12]2)[CH:19]=[N:18][C:17]=1[NH2:20])=[O:23], predict the reactants needed to synthesize it. The reactants are: [C:1]([O:5][C:6]([N:8]1[CH2:13][CH2:12][N:11]([C:14]2[CH:19]=[N:18][C:17]([NH2:20])=[C:16]([C:21]([OH:23])=[O:22])[N:15]=2)[CH2:10][CH2:9]1)=[O:7])([CH3:4])([CH3:3])[CH3:2].[CH3:24][Si](C=[N+]=[N-])(C)C. (2) Given the product [CH3:68][C:67]([CH3:70])([CH3:69])[CH2:66][N:65]1[C:58]2[N:59]=[C:60]([C:63]#[N:64])[N:61]=[CH:62][C:57]=2[CH:56]=[C:55]1[CH2:29][N:31]1[CH2:32][CH2:33][C:34]2([N:38]([CH2:39][CH2:40][CH3:41])[C:37](=[O:42])[N:36]([CH3:43])[C:35]2=[O:44])[CH2:45][CH2:46]1, predict the reactants needed to synthesize it. The reactants are: C(OC(N1CCC2(NC(=O)N(C)C2=O)CC1)=O)(C)(C)C.[H-].[Na+].[Br-].C(O[C:29]([N:31]1[CH2:46][CH2:45][C:34]2([N:38]([CH2:39][CH2:40][CH3:41])[C:37](=[O:42])[N:36]([CH3:43])[C:35]2=[O:44])[CH2:33][CH2:32]1)=O)(C)(C)C.C(=O)([O-])[O-].[K+].[K+].BrC[C:55]1[N:65]([CH2:66][C:67]([CH3:70])([CH3:69])[CH3:68])[C:58]2[N:59]=[C:60]([C:63]#[N:64])[N:61]=[CH:62][C:57]=2[CH:56]=1. (3) Given the product [F:53][C:43]1[CH:42]=[C:41](/[CH:40]=[C:36]2/[C:37](=[O:39])[N:56]([C@H:57]([C:61]3[CH:62]=[C:63]([F:69])[C:64]([F:68])=[C:65]([F:67])[CH:66]=3)[C@H:58]([OH:60])[CH3:59])[CH2:33][C@@H:34]([CH3:54])[CH2:35]/2)[CH:46]=[CH:45][C:44]=1[N:47]1[CH:51]=[C:50]([CH3:52])[N:49]=[CH:48]1, predict the reactants needed to synthesize it. The reactants are: CCN(C(C)C)C(C)C.CCN=C=NCCCN(C)C.C1C=CC2N(O)N=NC=2C=1.Cl.Cl[CH2:33][C@@H:34]([CH3:54])[CH2:35]/[C:36](=[CH:40]\[C:41]1[CH:46]=[CH:45][C:44]([N:47]2[CH:51]=[C:50]([CH3:52])[N:49]=[CH:48]2)=[C:43]([F:53])[CH:42]=1)/[C:37]([OH:39])=O.Cl.[NH2:56][C@H:57]([C:61]1[CH:66]=[C:65]([F:67])[C:64]([F:68])=[C:63]([F:69])[CH:62]=1)[C@H:58]([OH:60])[CH3:59]. (4) Given the product [OH:12][C:4]1[CH:3]=[C:2]([NH:1][C:14]([NH2:15])=[NH:13])[CH:7]=[C:6]([C:8]([F:9])([F:10])[F:11])[CH:5]=1, predict the reactants needed to synthesize it. The reactants are: [NH2:1][C:2]1[CH:3]=[C:4]([OH:12])[CH:5]=[C:6]([C:8]([F:11])([F:10])[F:9])[CH:7]=1.[N:13]#[C:14][NH2:15].Cl.CO. (5) Given the product [CH2:1]([C@H:4]1[CH2:10][N:9]([CH:11]2[CH2:15][CH2:14][CH2:13][CH2:12]2)[C:8]2[N:16]=[C:17]([NH:20][C:21]3[CH:29]=[CH:28][C:24]([C:25]([NH:34][C@@H:35]4[CH2:40][CH2:39][CH2:38][NH:37][CH2:36]4)=[O:26])=[CH:23][C:22]=3[O:30][CH3:31])[N:18]=[CH:19][C:7]=2[N:6]([CH3:32])[C:5]1=[O:33])[CH:2]=[CH2:3], predict the reactants needed to synthesize it. The reactants are: [CH2:1]([C@H:4]1[CH2:10][N:9]([CH:11]2[CH2:15][CH2:14][CH2:13][CH2:12]2)[C:8]2[N:16]=[C:17]([NH:20][C:21]3[CH:29]=[CH:28][C:24]([C:25](O)=[O:26])=[CH:23][C:22]=3[O:30][CH3:31])[N:18]=[CH:19][C:7]=2[N:6]([CH3:32])[C:5]1=[O:33])[CH:2]=[CH2:3].[NH2:34][C@@H:35]1[CH2:40][CH2:39][CH2:38][N:37](C(OC(C)(C)C)=O)[CH2:36]1. (6) Given the product [Cl:10][C:7]1[CH:8]=[CH:9][C:4]([C:1]2[CH:2]=[CH:12][C:11](=[O:15])[NH:23][N:24]=2)=[N:5][CH:6]=1, predict the reactants needed to synthesize it. The reactants are: [C:1]([C:4]1[CH:9]=[CH:8][C:7]([Cl:10])=[CH:6][N:5]=1)(=O)[CH3:2].[C:11]([OH:15])(=O)[CH:12]=O.C(=O)([O-])[O-].[K+].[K+].O.[NH2:23][NH2:24].